Dataset: Catalyst prediction with 721,799 reactions and 888 catalyst types from USPTO. Task: Predict which catalyst facilitates the given reaction. (1) Reactant: Cl[C:2]1[CH:7]=[C:6]([Cl:8])[N:5]=[CH:4][N:3]=1.[NH:9]1[CH:13]=[CH:12][N:11]=[CH:10]1.C(=O)([O-])[O-].[K+].[K+].O. Product: [Cl:8][C:6]1[CH:7]=[C:2]([N:9]2[CH:13]=[CH:12][N:11]=[CH:10]2)[N:3]=[CH:4][N:5]=1. The catalyst class is: 3. (2) Reactant: Cl.[CH3:2][N:3]([CH3:32])[C:4]1([C:26]2[CH:31]=[CH:30][CH:29]=[CH:28][CH:27]=2)[CH2:9][CH2:8][CH:7]([NH:10][C:11]([NH:13][CH:14]([CH3:25])[CH2:15][C:16]2[C:24]3[C:19](=[CH:20][CH:21]=[CH:22][CH:23]=3)[NH:18][CH:17]=2)=[O:12])[CH2:6][CH2:5]1.C[Si](C)(C)[Cl:35]. Product: [ClH:35].[CH3:32][N:3]([CH3:2])[C:4]1([C:26]2[CH:31]=[CH:30][CH:29]=[CH:28][CH:27]=2)[CH2:5][CH2:6][CH:7]([NH:10][C:11]([NH:13][CH:14]([CH3:25])[CH2:15][C:16]2[C:24]3[C:19](=[CH:20][CH:21]=[CH:22][CH:23]=3)[NH:18][CH:17]=2)=[O:12])[CH2:8][CH2:9]1.[CH3:32][N:3]([CH3:2])[C:4]1([C:26]2[CH:31]=[CH:30][CH:29]=[CH:28][CH:27]=2)[CH2:5][CH2:6][CH:7]([NH:10][C:11]([NH:13][CH:14]([CH3:25])[CH2:15][C:16]2[C:24]3[C:19](=[CH:20][CH:21]=[CH:22][CH:23]=3)[NH:18][CH:17]=2)=[O:12])[CH2:8][CH2:9]1. The catalyst class is: 573. (3) Reactant: [F:1][C:2]([F:29])([F:28])[C:3]1[CH:4]=[C:5]([C:9]#[C:10][C:11]2[N:15]3[CH:16]=[CH:17][CH:18]=[CH:19][C:14]3=[N:13][C:12]=2[CH2:20][S:21][CH2:22][C:23](OCC)=[O:24])[CH:6]=[CH:7][CH:8]=1.[H-].[H-].[H-].[H-].[Li+].[Al+3].O.[OH-].[Na+]. Product: [F:28][C:2]([F:1])([F:29])[C:3]1[CH:4]=[C:5]([C:9]#[C:10][C:11]2[N:15]3[CH:16]=[CH:17][CH:18]=[CH:19][C:14]3=[N:13][C:12]=2[CH2:20][S:21][CH2:22][CH2:23][OH:24])[CH:6]=[CH:7][CH:8]=1. The catalyst class is: 7. (4) Reactant: [F:1][C:2]1[CH:7]=[CH:6][C:5]([O:8][CH3:9])=[CH:4][C:3]=1[C:10]1[CH:15]=[CH:14][C:13]([CH:16]=[CH2:17])=[CH:12][CH:11]=1.[Br:18][C:19]1[CH:20]=[CH:21][C:22]([CH2:26]O)=[C:23]([OH:25])[CH:24]=1. Product: [Br:18][C:19]1[CH:24]=[C:23]2[C:22]([CH2:26][CH2:17][CH:16]([C:13]3[CH:12]=[CH:11][C:10]([C:3]4[CH:4]=[C:5]([O:8][CH3:9])[CH:6]=[CH:7][C:2]=4[F:1])=[CH:15][CH:14]=3)[O:25]2)=[CH:21][CH:20]=1. The catalyst class is: 25.